From a dataset of Full USPTO retrosynthesis dataset with 1.9M reactions from patents (1976-2016). Predict the reactants needed to synthesize the given product. (1) Given the product [Cl:16][C:13]1[S:12][C:11]([C:9]2[N:10]=[C:5]3[CH:4]=[CH:3][C:2]([N:26]4[CH2:27][CH2:28][N:23]([CH2:29][CH2:30][OH:31])[CH2:24][CH2:25]4)=[N:7][N:6]3[C:8]=2[C:17]2[CH:22]=[CH:21][N:20]=[CH:19][CH:18]=2)=[CH:15][CH:14]=1, predict the reactants needed to synthesize it. The reactants are: Cl[C:2]1[CH:3]=[CH:4][C:5]2[N:6]([C:8]([C:17]3[CH:22]=[CH:21][N:20]=[CH:19][CH:18]=3)=[C:9]([C:11]3[S:12][C:13]([Cl:16])=[CH:14][CH:15]=3)[N:10]=2)[N:7]=1.[N:23]1([CH2:29][CH2:30][OH:31])[CH2:28][CH2:27][NH:26][CH2:25][CH2:24]1.Cl. (2) Given the product [CH3:15][O:16][C:2]1[N:10]=[C:9]([C:11]([F:14])([F:13])[F:12])[CH:8]=[CH:7][C:3]=1[C:4]([OH:6])=[O:5], predict the reactants needed to synthesize it. The reactants are: Cl[C:2]1[N:10]=[C:9]([C:11]([F:14])([F:13])[F:12])[CH:8]=[CH:7][C:3]=1[C:4]([OH:6])=[O:5].[CH3:15][O-:16].[Na+].O.Cl. (3) Given the product [C:16]([C:3]1[C:8]2[S:9][CH:10]=[C:11]([CH2:12][CH3:13])[C:7]=2[CH:6]=[CH:5][CH:4]=1)([OH:18])=[O:17], predict the reactants needed to synthesize it. The reactants are: [Mg].Br[C:3]1[C:8]2[S:9][CH:10]=[C:11]([CH2:12][CH3:13])[C:7]=2[CH:6]=[CH:5][CH:4]=1.CI.[C:16](=[O:18])=[O:17].Cl. (4) Given the product [CH2:1]([O:3][C:4](=[O:35])[CH2:5][C:6]1[CH:11]=[CH:10][CH:9]=[C:8]([O:12][C:13]2[CH:18]=[CH:17][C:16]([NH:19][S:37]([CH3:36])(=[O:39])=[O:38])=[CH:15][C:14]=2[CH2:20][N:21]([C:31]([O:33][CH3:34])=[O:32])[C@@H:22]([CH3:30])[CH2:23][C:24]2[CH:25]=[CH:26][CH:27]=[CH:28][CH:29]=2)[CH:7]=1)[CH3:2], predict the reactants needed to synthesize it. The reactants are: [CH2:1]([O:3][C:4](=[O:35])[CH2:5][C:6]1[CH:11]=[CH:10][CH:9]=[C:8]([O:12][C:13]2[CH:18]=[CH:17][C:16]([NH2:19])=[CH:15][C:14]=2[CH2:20][N:21]([C:31]([O:33][CH3:34])=[O:32])[C@@H:22]([CH3:30])[CH2:23][C:24]2[CH:29]=[CH:28][CH:27]=[CH:26][CH:25]=2)[CH:7]=1)[CH3:2].[CH3:36][S:37](Cl)(=[O:39])=[O:38].C(N(CC)CC)C.O. (5) Given the product [Cl:28][C:29]1[CH:30]=[C:31]([C:40]2[CH:45]=[CH:44][CH:43]=[CH:42][C:41]=2[N:46]([CH3:51])[S:47]([CH3:50])(=[O:49])=[O:48])[N:32]2[C:37]=1[CH:36]=[N:35][C:34]([OH:3])=[N:33]2, predict the reactants needed to synthesize it. The reactants are: CC[O:3]C(CC1N=C(NC(CSC2[N+](CC=C)=C(N)CC(=O)N=2)=O)SC=1)=O.[Cl:28][C:29]1[CH:30]=[C:31]([C:40]2[CH:45]=[CH:44][CH:43]=[CH:42][C:41]=2[N:46]([CH3:51])[S:47]([CH3:50])(=[O:49])=[O:48])[N:32]2[C:37]=1[CH:36]=[N:35][C:34](SC)=[N:33]2.C(Cl)Cl.ClC1C=CC=C(C(OO)=O)C=1.[OH-].[Na+].C(O)(=O)C. (6) Given the product [CH3:32][NH:33][CH2:12][CH:13]1[CH2:17][C:16]2[CH:18]=[CH:19][CH:20]=[C:21]([C:22]3[CH:27]=[CH:26][CH:25]=[C:24]([O:28][CH3:29])[C:23]=3[O:30][CH3:31])[C:15]=2[O:14]1, predict the reactants needed to synthesize it. The reactants are: CC1C=CC(S(O[CH2:12][CH:13]2[CH2:17][C:16]3[CH:18]=[CH:19][CH:20]=[C:21]([C:22]4[CH:27]=[CH:26][CH:25]=[C:24]([O:28][CH3:29])[C:23]=4[O:30][CH3:31])[C:15]=3[O:14]2)(=O)=O)=CC=1.[CH3:32][NH2:33]. (7) Given the product [CH:4]12[NH:5][CH:6]([CH2:27][CH2:28]1)[CH2:7][N:2]([C:8](=[O:21])[CH2:9][C:10]1[CH:11]=[CH:12][C:13]([N:16]3[CH:20]=[N:19][N:18]=[N:17]3)=[CH:14][CH:15]=1)[CH2:3]2, predict the reactants needed to synthesize it. The reactants are: Cl.[N:2]1([C:8](=[O:21])[CH2:9][C:10]2[CH:15]=[CH:14][C:13]([N:16]3[CH:20]=[N:19][N:18]=[N:17]3)=[CH:12][CH:11]=2)[CH2:7][CH2:6][NH:5][CH2:4][CH2:3]1.N1([C:27]2C=CC(CC(O)=O)=C[CH:28]=2)C=NN=N1.C12N(C(OC(C)(C)C)=O)C(CC1)CNC2. (8) The reactants are: [CH3:1][O:2][C:3]([C:5]1[CH:6]=[C:7]([Cl:24])[CH:8]=[C:9]2[C:14]=1[NH:13][CH:12]([C:15]1[CH:20]=[CH:19][CH:18]=[C:17](Br)[CH:16]=1)[C:11]([CH3:23])([CH3:22])[CH2:10]2)=[O:4].[CH3:25][N:26]([CH3:36])[C:27]1[CH:32]=[CH:31][C:30](B(O)O)=[CH:29][CH:28]=1.C(=O)([O-])[O-].[Na+].[Na+]. Given the product [CH3:1][O:2][C:3]([C:5]1[CH:6]=[C:7]([Cl:24])[CH:8]=[C:9]2[C:14]=1[NH:13][CH:12]([C:15]1[CH:16]=[C:17]([C:30]3[CH:31]=[CH:32][C:27]([N:26]([CH3:36])[CH3:25])=[CH:28][CH:29]=3)[CH:18]=[CH:19][CH:20]=1)[C:11]([CH3:23])([CH3:22])[CH2:10]2)=[O:4], predict the reactants needed to synthesize it. (9) Given the product [Cl:1][C:2]1[CH:3]=[C:4]([O:9][CH2:12][C:11]([F:25])([F:24])[F:10])[CH:5]=[CH:6][C:7]=1[CH3:8], predict the reactants needed to synthesize it. The reactants are: [Cl:1][C:2]1[CH:3]=[C:4]([OH:9])[CH:5]=[CH:6][C:7]=1[CH3:8].[F:10][C:11]([F:25])([F:24])[CH2:12]OS(C1C=CC(C)=CC=1)(=O)=O.C(=O)([O-])[O-].[K+].[K+]. (10) The reactants are: Cl[C:2]1[CH:11]=[CH:10][C:9]2[C:8]3[C:12]4[NH:19][CH2:18][C@@H:17]([CH2:20][OH:21])[NH:16][C:15](=[O:22])[C:13]=4[S:14][C:7]=3[CH:6]=[CH:5][C:4]=2[N:3]=1.[F:23][C:24]1[N:29]=[CH:28][N:27]=[C:26]([NH2:30])[CH:25]=1.C(=O)([O-])[O-].[Cs+].[Cs+].CC1(C)C2C(=C(P(C3C=CC=CC=3)C3C=CC=CC=3)C=CC=2)OC2C(P(C3C=CC=CC=3)C3C=CC=CC=3)=CC=CC1=2. Given the product [F:23][C:24]1[N:29]=[CH:28][N:27]=[C:26]([NH:30][C:2]2[CH:11]=[CH:10][C:9]3[C:8]4[C:12]5[NH:19][CH2:18][C@@H:17]([CH2:20][OH:21])[NH:16][C:15](=[O:22])[C:13]=5[S:14][C:7]=4[CH:6]=[CH:5][C:4]=3[N:3]=2)[CH:25]=1, predict the reactants needed to synthesize it.